From a dataset of Catalyst prediction with 721,799 reactions and 888 catalyst types from USPTO. Predict which catalyst facilitates the given reaction. (1) Reactant: C(NC(C)C)(C)C.[CH2:8]([Li])[CH2:9][CH2:10][CH3:11].[Si](C=[N+]=[N-])(C)(C)C.[F:20][C:21]1[C:22]([CH2:31][CH2:32][CH3:33])=C(C=[CH:27][C:28]=1[O:29][CH3:30])C=O. Product: [C:10]([C:9]1[CH:8]=[CH:27][C:28]([O:29][CH3:30])=[C:21]([F:20])[C:22]=1[CH2:31][CH2:32][CH3:33])#[CH:11]. The catalyst class is: 7. (2) The catalyst class is: 2. Product: [CH3:17][S:18]([O:1][CH2:2][CH2:3][CH:4]1[CH2:5][CH2:6][N:7]([C:10]([O:12][C:13]([CH3:16])([CH3:15])[CH3:14])=[O:11])[CH2:8][CH2:9]1)(=[O:20])=[O:19]. Reactant: [OH:1][CH2:2][CH2:3][CH:4]1[CH2:9][CH2:8][N:7]([C:10]([O:12][C:13]([CH3:16])([CH3:15])[CH3:14])=[O:11])[CH2:6][CH2:5]1.[CH3:17][S:18](Cl)(=[O:20])=[O:19].CCCCCC.CCOC(C)=O. (3) Reactant: C(OC([N:8]1[CH2:13][CH2:12][CH:11]([NH:14][C:15]2[N:19]=[C:18]([CH3:20])[N:17]([C:21]3[CH:26]=[CH:25][C:24]([Cl:27])=[CH:23][C:22]=3[Cl:28])[N:16]=2)[CH2:10][CH2:9]1)=O)(C)(C)C. Product: [ClH:27].[Cl:28][C:22]1[CH:23]=[C:24]([Cl:27])[CH:25]=[CH:26][C:21]=1[N:17]1[C:18]([CH3:20])=[N:19][C:15]([NH:14][CH:11]2[CH2:10][CH2:9][NH:8][CH2:13][CH2:12]2)=[N:16]1. The catalyst class is: 393. (4) Reactant: [Br:1][C:2]1[CH:3]=[C:4]([C:9]2[O:10][C:11]3[CH:17]=[CH:16][CH:15]=[CH:14][C:12]=3[N:13]=2)[CH:5]=[CH:6][C:7]=1[CH3:8].C1C(=O)N([Br:25])C(=O)C1.C(OOC(=O)C1C=CC=CC=1)(=O)C1C=CC=CC=1. Product: [Br:1][C:2]1[CH:3]=[C:4]([C:9]2[O:10][C:11]3[CH:17]=[CH:16][CH:15]=[CH:14][C:12]=3[N:13]=2)[CH:5]=[CH:6][C:7]=1[CH2:8][Br:25]. The catalyst class is: 53. (5) Reactant: Cl.[CH3:2][O:3][C:4](=[O:9])[C:5]([NH2:8])(C)[CH3:6].C[C:11]1[CH:16]=[CH:15][CH:14]=[CH:13][C:12]=1[S:17](Cl)(=[O:19])=[O:18].[CH2:21](N(CC)CC)C.O. Product: [CH3:2][O:3][C:4](=[O:9])[CH:5]([N:8]([CH3:21])[S:17]([C:12]1[CH:13]=[CH:14][CH:15]=[CH:16][CH:11]=1)(=[O:19])=[O:18])[CH3:6]. The catalyst class is: 2. (6) Reactant: [CH3:1][N:2]([C:4]([N:6]=[C:7]([NH2:9])[NH2:8])=[NH:5])[CH3:3].Cl.[OH-].[Na+].[C:13]([OH:22])(=[O:21])[CH2:14][CH2:15][CH2:16][CH2:17][C:18]([OH:20])=[O:19].C(Cl)Cl. Product: [CH3:1][N:2]([C:4]([NH:6][C:7]([NH2:9])=[NH:8])=[NH:5])[CH3:3].[C:13]([O-:22])(=[O:21])[CH2:14][CH2:15][CH2:16][CH2:17][C:18]([O-:20])=[O:19]. The catalyst class is: 8.